This data is from Forward reaction prediction with 1.9M reactions from USPTO patents (1976-2016). The task is: Predict the product of the given reaction. (1) Given the reactants C1(P(C2C=CC=CC=2)C2C=CC=CC=2)C=CC=CC=1.N(C(OC(C)C)=O)=NC(OC(C)C)=O.O[CH2:35][CH2:36][S:37][C:38]1[C:43](=[O:44])[NH:42][CH:41]=[C:40]([C:45]([O:47][CH2:48][CH3:49])=[O:46])[CH:39]=1, predict the reaction product. The product is: [S:37]1[C:38]2[C:43](=[N:42][CH:41]=[C:40]([C:45]([O:47][CH2:48][CH3:49])=[O:46])[CH:39]=2)[O:44][CH2:35][CH2:36]1. (2) Given the reactants [CH:1]([N:4]1[CH2:9][CH2:8][NH:7][CH2:6][CH2:5]1)([CH3:3])[CH3:2].[Cl:10][C:11]1[CH:20]=[CH:19][C:18]2[C:13](=[CH:14][C:15]([O:25][CH3:26])=[C:16]([O:23][CH3:24])[C:17]=2[O:21][CH3:22])[N:12]=1, predict the reaction product. The product is: [ClH:10].[CH:1]([N:4]1[CH2:9][CH2:8][N:7]([C:11]2[CH:20]=[CH:19][C:18]3[C:13](=[CH:14][C:15]([O:25][CH3:26])=[C:16]([O:23][CH3:24])[C:17]=3[O:21][CH3:22])[N:12]=2)[CH2:6][CH2:5]1)([CH3:3])[CH3:2]. (3) Given the reactants [CH3:1][O-:2].[Na+].[CH3:4][O:5][C:6]1[C:24]([O:25][CH3:26])=[CH:23][C:9]([C:10]([C:12]2[C:13](Cl)=[N:14][CH:15]=[CH:16][C:17]=2[C:18]([F:21])([F:20])[F:19])=[O:11])=[C:8]([CH3:27])[CH:7]=1.O, predict the reaction product. The product is: [CH3:4][O:5][C:6]1[C:24]([O:25][CH3:26])=[CH:23][C:9]([C:10]([C:12]2[C:13]([O:2][CH3:1])=[N:14][CH:15]=[CH:16][C:17]=2[C:18]([F:21])([F:20])[F:19])=[O:11])=[C:8]([CH3:27])[CH:7]=1. (4) Given the reactants [P:1]([O-:5])([O-:4])([OH:3])=[O:2].[Ca+2:6].O=[Si]=O.C([O-])(=O)CCCCCCCCCCCCCCCCC.[Mg+2].C([O-])(=O)CCCCCCCCCCCCCCCCC.CC([C@H](C[C@H](N)[C@@H](O)C[C@H](C(NCC(C(N)=O)(C)C)=O)C(C)C)CC1C=CC(OC)=C(OCCCOC)C=1)C.CC([C@H](C[C@H](N)[C@@H](O)C[C@H](C(NCC(C(N)=O)(C)C)=O)C(C)C)CC1C=CC(OC)=C(OCCCOC)C=1)C.C(/C(O)=O)=C\C(O)=O, predict the reaction product. The product is: [P:1]([O-:5])([O-:4])([O-:3])=[O:2].[Ca+2:6].[P:1]([O-:5])([O-:4])([O-:3])=[O:2].[Ca+2:6].[Ca+2:6]. (5) Given the reactants [C:1]([C:5]1[S:9]/[C:8](=[N:10]\[C:11](=[O:20])[C:12]2[CH:17]=[C:16]([Cl:18])[CH:15]=[CH:14][C:13]=2F)/[N:7]([CH2:21][CH2:22][CH2:23][CH3:24])[CH:6]=1)([CH3:4])([CH3:3])[CH3:2].[CH2:25]([OH:30])[C:26]([F:29])([F:28])[F:27].CC([O-])(C)C.[K+], predict the reaction product. The product is: [C:1]([C:5]1[S:9]/[C:8](=[N:10]\[C:11](=[O:20])[C:12]2[CH:17]=[C:16]([Cl:18])[CH:15]=[CH:14][C:13]=2[O:30][CH2:25][C:26]([F:29])([F:28])[F:27])/[N:7]([CH2:21][CH2:22][CH2:23][CH3:24])[CH:6]=1)([CH3:4])([CH3:3])[CH3:2]. (6) The product is: [Cl:1][C:2]1[CH:3]=[C:4]([CH:12]([CH2:24][CH:25]2[CH2:26][CH2:27][CH2:28][CH2:29]2)[C:13]([NH:15][C:16]2[CH:21]=[N:20][C:19]([CH:22]=[C:36]3[C:34](=[O:35])[NH:33][C:31](=[O:32])[NH:30]3)=[CH:18][N:17]=2)=[O:14])[CH:5]=[CH:6][C:7]=1[S:8]([CH3:11])(=[O:9])=[O:10]. Given the reactants [Cl:1][C:2]1[CH:3]=[C:4]([CH:12]([CH2:24][CH:25]2[CH2:29][CH2:28][CH2:27][CH2:26]2)[C:13]([NH:15][C:16]2[CH:21]=[N:20][C:19]([CH:22]=O)=[CH:18][N:17]=2)=[O:14])[CH:5]=[CH:6][C:7]=1[S:8]([CH3:11])(=[O:10])=[O:9].[NH:30]1[CH2:36][C:34](=[O:35])[NH:33][C:31]1=[O:32].N1CCCCC1.C(O)(=O)C1C=CC=CC=1, predict the reaction product. (7) The product is: [F:25][C:26]1[CH:27]=[C:28]([NH:37][C:38]([C@@H:40]2[N:49]([C:63]([C@H:61]3[CH2:60][C@H:59]([CH2:58][C:57]([O:56][C:52]([CH3:55])([CH3:54])[CH3:53])=[O:66])[CH2:62]3)=[O:64])[CH2:48][CH2:47][C:46]3[N:45]=[C:44]([O:50][CH3:51])[CH:43]=[CH:42][C:41]2=3)=[O:39])[CH:29]=[C:30]2[C:34]=1[C:33]([CH3:35])([CH3:36])[CH2:32][CH2:31]2. Given the reactants CN(C(ON1N=NC2C=CC=NC1=2)=[N+](C)C)C.F[P-](F)(F)(F)(F)F.[F:25][C:26]1[CH:27]=[C:28]([NH:37][C:38]([C@@H:40]2[NH:49][CH2:48][CH2:47][C:46]3[N:45]=[C:44]([O:50][CH3:51])[CH:43]=[CH:42][C:41]2=3)=[O:39])[CH:29]=[C:30]2[C:34]=1[C:33]([CH3:36])([CH3:35])[CH2:32][CH2:31]2.[C:52]([O:56][C:57](=[O:66])[CH2:58][C@H:59]1[CH2:62][C@H:61]([C:63](O)=[O:64])[CH2:60]1)([CH3:55])([CH3:54])[CH3:53].CCN(C(C)C)C(C)C, predict the reaction product. (8) Given the reactants [N+:1]([C:4]1[CH:5]=[N:6][C:7]2[C:12]([C:13]=1[NH:14][CH2:15][CH2:16][CH2:17][CH2:18][NH:19][C:20](=[O:26])[O:21][C:22]([CH3:25])([CH3:24])[CH3:23])=[N:11][CH:10]=[CH:9][CH:8]=2)([O-])=O.[H][H], predict the reaction product. The product is: [NH2:1][C:4]1[CH:5]=[N:6][C:7]2[C:12]([C:13]=1[NH:14][CH2:15][CH2:16][CH2:17][CH2:18][NH:19][C:20](=[O:26])[O:21][C:22]([CH3:24])([CH3:23])[CH3:25])=[N:11][CH:10]=[CH:9][CH:8]=2.